This data is from Catalyst prediction with 721,799 reactions and 888 catalyst types from USPTO. The task is: Predict which catalyst facilitates the given reaction. (1) Reactant: [F:1][C:2]1[CH:19]=[CH:18][C:5]([C:6]([C:11]2[CH:16]=[CH:15][C:14]([F:17])=[CH:13][CH:12]=2)([OH:10])[C:7]([OH:9])=[O:8])=[CH:4][CH:3]=1.[O-][CH2:21]C.[Na+].[Na].CI. Product: [F:1][C:2]1[CH:19]=[CH:18][C:5]([C:6]([C:11]2[CH:16]=[CH:15][C:14]([F:17])=[CH:13][CH:12]=2)([OH:10])[C:7]([O:9][CH3:21])=[O:8])=[CH:4][CH:3]=1. The catalyst class is: 8. (2) Product: [CH:11]1[C:12]2[C:7](=[CH:6][C:5]3[C:14]([C:13]=2[CH2:15][CH2:16][NH2:17])=[CH:1][CH:2]=[CH:3][CH:4]=3)[CH:8]=[CH:9][CH:10]=1. Reactant: [CH:1]1[C:14]2[C:5](=[CH:6][C:7]3[C:12]([C:13]=2[CH2:15][C:16]#[N:17])=[CH:11][CH:10]=[CH:9][CH:8]=3)[CH:4]=[CH:3][CH:2]=1.[NH4+].[OH-].N. The catalyst class is: 171. (3) Reactant: [Br:1][C:2]1[CH:14]=[CH:13][C:5]([O:6][CH2:7][CH2:8][CH2:9][C:10](Cl)=[O:11])=[CH:4][CH:3]=1.[Al+3].[Cl-].[Cl-].[Cl-]. The catalyst class is: 2. Product: [Br:1][C:2]1[CH:14]=[CH:13][C:5]2[O:6][CH2:7][CH2:8][CH2:9][C:10](=[O:11])[C:4]=2[CH:3]=1. (4) Reactant: [N:1]1([C:10]2[CH:15]=[CH:14][C:13]([C:16]3[O:17][CH:18]=[C:19]([CH2:21]O)[N:20]=3)=[CH:12][CH:11]=2)[C:5]2[CH:6]=[CH:7][CH:8]=[CH:9][C:4]=2[N:3]=[CH:2]1.S(Cl)([Cl:25])=O. Product: [Cl:25][CH2:21][C:19]1[N:20]=[C:16]([C:13]2[CH:14]=[CH:15][C:10]([N:1]3[C:5]4[CH:6]=[CH:7][CH:8]=[CH:9][C:4]=4[N:3]=[CH:2]3)=[CH:11][CH:12]=2)[O:17][CH:18]=1. The catalyst class is: 2. (5) Reactant: [H-].[Na+].[Br:3][C:4]1[CH:5]=[C:6]([SH:11])[CH:7]=[CH:8][C:9]=1[CH3:10].I[CH:13]([CH3:15])[CH3:14]. Product: [Br:3][C:4]1[CH:5]=[C:6]([S:11][CH:13]([CH3:15])[CH3:14])[CH:7]=[CH:8][C:9]=1[CH3:10]. The catalyst class is: 3. (6) Reactant: Br[CH2:2][C:3]1[CH:12]=[C:11]2[C:6]([C:7](Cl)=[CH:8][C:9]([C:13]#[N:14])=[N:10]2)=[CH:5][CH:4]=1.[CH:16]1([C:19]2[N:24]=[CH:23][C:22](B3OC(C)(C)C(C)(C)O3)=[CH:21][N:20]=2)[CH2:18][CH2:17]1.[O-]P([O-])([O-])=O.[K+].[K+].[K+].[CH3:42][N:43]1[CH:47]=[C:46](B2OC(C)(C)C(C)(C)O2)[CH:45]=[N:44]1. Product: [CH:16]1([C:19]2[N:20]=[CH:21][C:22]([CH2:2][C:3]3[CH:12]=[C:11]4[C:6]([C:7]([C:46]5[CH:45]=[N:44][N:43]([CH3:42])[CH:47]=5)=[CH:8][C:9]([C:13]#[N:14])=[N:10]4)=[CH:5][CH:4]=3)=[CH:23][N:24]=2)[CH2:17][CH2:18]1. The catalyst class is: 669.